This data is from Forward reaction prediction with 1.9M reactions from USPTO patents (1976-2016). The task is: Predict the product of the given reaction. (1) Given the reactants N1C=C([C:6]2[C:7]3[CH:14]=[CH:13][N:12](COCC[Si](C)(C)C)[C:8]=3[N:9]=[CH:10][N:11]=2)C=N1.[O-:23]CC.[Na+].C(O)C.C(OC(=O)C(C#N)CC(OCC)OCC)C, predict the reaction product. The product is: [N:9]1[C:8]2[NH:12][CH:13]=[CH:14][C:7]=2[C:6]([OH:23])=[N:11][CH:10]=1. (2) Given the reactants [CH3:1][N:2]1[C:6]([CH2:7][CH:8]=[C:9]([CH3:11])[CH3:10])=[CH:5][C:4]([NH2:12])=[N:3]1.C1(C)C=CC(S(O)(=O)=O)=CC=1.[Cl:24][C:25]1[C:26](=O)[O:27][C:28](=[O:31])[C:29]=1[CH3:30], predict the reaction product. The product is: [Cl:24][C:25]1[C:26](=[O:27])[N:12]([C:4]2[CH:5]=[C:6]([CH2:7][CH:8]=[C:9]([CH3:10])[CH3:11])[N:2]([CH3:1])[N:3]=2)[C:28](=[O:31])[C:29]=1[CH3:30]. (3) Given the reactants [C:1]1([C:7]([CH:9]([C:11]2[CH:16]=[CH:15][CH:14]=[CH:13][CH:12]=2)[OH:10])=O)[CH:6]=[CH:5][CH:4]=[CH:3][CH:2]=1.[CH:17]([NH2:19])=O.OS(O)(=O)=O, predict the reaction product. The product is: [C:1]1([C:7]2[N:19]=[CH:17][O:10][C:9]=2[C:11]2[CH:16]=[CH:15][CH:14]=[CH:13][CH:12]=2)[CH:6]=[CH:5][CH:4]=[CH:3][CH:2]=1. (4) Given the reactants [Br:1][C:2]1[CH:10]=[CH:9][C:5]2[NH:6][N:7]=[N:8][C:4]=2[CH:3]=1.[C:11](Cl)(Cl)=[O:12].[CH3:15][C:16]([OH:19])([CH3:18])[CH3:17].N1C=CC=CC=1, predict the reaction product. The product is: [C:16]([O:19][C:11]([N:6]1[C:5]2[CH:9]=[CH:10][C:2]([Br:1])=[CH:3][C:4]=2[N:8]=[N:7]1)=[O:12])([CH3:18])([CH3:17])[CH3:15].